Dataset: Catalyst prediction with 721,799 reactions and 888 catalyst types from USPTO. Task: Predict which catalyst facilitates the given reaction. (1) Reactant: B(F)(F)F.CCOCC.C(O[CH:13]([O:17][CH2:18][CH3:19])[O:14][CH2:15][CH3:16])C.[Cl:20][CH2:21][C:22](=[O:24])[CH3:23].CCN(C(C)C)C(C)C.C([O-])(O)=O.[Na+]. Product: [Cl:20][CH:21]([CH:13]([O:14][CH2:15][CH3:16])[O:17][CH2:18][CH3:19])[C:22](=[O:24])[CH3:23]. The catalyst class is: 2. (2) Reactant: [CH2:1]1[CH:5]2[CH2:6][CH:7](Br)[CH:3]([CH2:4]2)[CH2:2]1.[Mg].Cl[C:11]1[C:16]([CH3:17])=[C:15]([C:18]2[CH:23]=[CH:22][CH:21]=[CH:20][CH:19]=2)[N:14]=[CH:13][N:12]=1.[Cl-].[NH4+]. Product: [CH3:17][C:16]1[C:11]([CH:7]2[CH2:6][CH:5]3[CH2:4][CH:3]2[CH2:2][CH2:1]3)=[N:12][CH:13]=[N:14][C:15]=1[C:18]1[CH:19]=[CH:20][CH:21]=[CH:22][CH:23]=1. The catalyst class is: 1. (3) Reactant: [CH3:1][C:2]1([NH:13][C:14]2[C:15]([C:30]([F:33])([F:32])[F:31])=[CH:16][C:17]3[O:28][CH2:27][C:20]4=[N:21][NH:22][C:23](=[O:26])[C@@H:24]([CH3:25])[N:19]4[C:18]=3[CH:29]=2)[CH2:5][N:4](C(OC(C)(C)C)=O)[CH2:3]1.[C:34]([OH:40])([C:36]([F:39])([F:38])[F:37])=[O:35]. Product: [F:37][C:36]([F:39])([F:38])[C:34]([OH:40])=[O:35].[CH3:25][C@@H:24]1[C:23](=[O:26])[NH:22][N:21]=[C:20]2[CH2:27][O:28][C:17]3[CH:16]=[C:15]([C:30]([F:32])([F:31])[F:33])[C:14]([NH:13][C:2]4([CH3:1])[CH2:3][NH:4][CH2:5]4)=[CH:29][C:18]=3[N:19]12. The catalyst class is: 2. (4) Reactant: [OH-:1].[K+].[N+:3]([C:6]1[CH:16]=[CH:15][CH:14]=[C:8]2[C:9]([NH:11][C:12](=[O:13])[C:7]=12)=[O:10])([O-:5])=[O:4].Cl. Product: [N+:3]([C:6]1[CH:16]=[CH:15][CH:14]=[C:8]([C:9]([OH:1])=[O:10])[C:7]=1[C:12]([NH2:11])=[O:13])([O-:5])=[O:4]. The catalyst class is: 6. (5) Reactant: Br[C:2]1[CH:7]=[CH:6][C:5]([Br:8])=[CH:4][N:3]=1.[CH2:9]([S:11]([N:14]1[CH2:19][CH2:18][NH:17][CH2:16][CH2:15]1)(=[O:13])=[O:12])[CH3:10].C(N(C(C)C)CC)(C)C.O. Product: [Br:8][C:5]1[CH:6]=[CH:7][C:2]([N:17]2[CH2:16][CH2:15][N:14]([S:11]([CH2:9][CH3:10])(=[O:12])=[O:13])[CH2:19][CH2:18]2)=[N:3][CH:4]=1. The catalyst class is: 44. (6) Reactant: O[CH2:2][CH2:3][O:4][C:5]1[CH:10]=[CH:9][C:8]([C:11](=[O:13])[CH3:12])=[CH:7][CH:6]=1.CCN(S(F)(F)[F:20])CC.C(=O)([O-])[O-].[K+].[K+]. Product: [F:20][CH2:2][CH2:3][O:4][C:5]1[CH:10]=[CH:9][C:8]([C:11](=[O:13])[CH3:12])=[CH:7][CH:6]=1. The catalyst class is: 57. (7) Reactant: [Cl:1][C:2]1[C:3]([C:10]2[S:11][C:12]([C:15]3[N:16]=[C:17]4[C:22]([Cl:23])=[CH:21][C:20]([C:24]([F:27])([F:26])[F:25])=[CH:19][N:18]4[CH:28]=3)=[N:13][N:14]=2)=[CH:4][C:5]([F:9])=[C:6]([OH:8])[CH:7]=1.C([O-])([O-])=O.[K+].[K+].Br[CH2:36][C:37](=[O:39])[CH3:38]. Product: [Cl:1][C:2]1[C:3]([C:10]2[S:11][C:12]([C:15]3[N:16]=[C:17]4[C:22]([Cl:23])=[CH:21][C:20]([C:24]([F:26])([F:25])[F:27])=[CH:19][N:18]4[CH:28]=3)=[N:13][N:14]=2)=[CH:4][C:5]([F:9])=[C:6]([CH:7]=1)[O:8][CH2:36][C:37](=[O:39])[CH3:38]. The catalyst class is: 3. (8) Product: [Cl:1][C:2]1[CH:7]=[CH:6][C:5]([S:8]([N:11]([CH2:12][C:13]2[CH:14]=[CH:15][C:16]([C:17]([O:19][CH3:20])=[O:18])=[CH:21][CH:22]=2)[CH:30]([C:27]2[CH:28]=[CH:29][C:24]([F:23])=[CH:25][CH:26]=2)[CH2:31][CH3:32])(=[O:10])=[O:9])=[CH:4][CH:3]=1. The catalyst class is: 20. Reactant: [Cl:1][C:2]1[CH:7]=[CH:6][C:5]([S:8]([NH:11][CH2:12][C:13]2[CH:22]=[CH:21][C:16]([C:17]([O:19][CH3:20])=[O:18])=[CH:15][CH:14]=2)(=[O:10])=[O:9])=[CH:4][CH:3]=1.[F:23][C:24]1[CH:29]=[CH:28][C:27]([CH:30](O)[CH2:31][CH3:32])=[CH:26][CH:25]=1.C1C=CC(P(C2C=CC=CC=2)C2C=CC=CC=2)=CC=1.N(C(OC(C)C)=O)=NC(OC(C)C)=O.